This data is from Catalyst prediction with 721,799 reactions and 888 catalyst types from USPTO. The task is: Predict which catalyst facilitates the given reaction. (1) The catalyst class is: 4. Reactant: [CH3:1][O:2][CH2:3][CH2:4][CH2:5][C:6]1[CH:7]=[CH:8][C:9]([S:14][CH3:15])=[C:10]([CH:13]=1)[CH2:11][OH:12].C(=O)(O)[O-].[Na+]. Product: [CH3:1][O:2][CH2:3][CH2:4][CH2:5][C:6]1[CH:7]=[CH:8][C:9]([S:14][CH3:15])=[C:10]([CH:13]=1)[CH:11]=[O:12]. (2) Reactant: C1(C[O:8][C:9]2[CH:10]=[C:11]([CH:16]=[C:17]([O:19][C@H:20]3[CH2:24][CH2:23][O:22][CH2:21]3)[CH:18]=2)[C:12]([O:14][CH3:15])=[O:13])C=CC=CC=1.C1COCC1. Product: [OH:8][C:9]1[CH:10]=[C:11]([CH:16]=[C:17]([O:19][C@H:20]2[CH2:24][CH2:23][O:22][CH2:21]2)[CH:18]=1)[C:12]([O:14][CH3:15])=[O:13]. The catalyst class is: 63. (3) Reactant: [Br:1][C:2]1[C:15]2[C:6](=[C:7]3[C:12](=[C:13]([NH2:16])[N:14]=2)[CH:11]=[CH:10][CH:9]=[CH:8]3)[CH:5]=[CH:4][CH:3]=1.C(=O)(O)[O-].[Na+].Cl[CH2:23][CH:24]=O. Product: [Br:1][C:2]1[C:15]2[N:14]3[CH:23]=[CH:24][N:16]=[C:13]3[C:12]3[CH:11]=[CH:10][CH:9]=[CH:8][C:7]=3[C:6]=2[CH:5]=[CH:4][CH:3]=1. The catalyst class is: 41. (4) Reactant: [F:1][C:2]([F:24])([F:23])[C:3]1[CH:4]=[C:5]([C@H:13]2[O:17][C:16](=[O:18])[N:15]([CH2:19][C:20]#[CH:21])[C@H:14]2[CH3:22])[CH:6]=[C:7]([C:9]([F:12])([F:11])[F:10])[CH:8]=1.Br[C:26]1[CH:31]=[C:30]([CH:32]([CH3:34])[CH3:33])[C:29]([F:35])=[CH:28][C:27]=1[O:36][CH3:37].C1(P(C2C=CC=CC=2)C2C=CC=CC=2)C=CC=CC=1.C(NCC)C. Product: [F:24][C:2]([F:1])([F:23])[C:3]1[CH:4]=[C:5]([C@H:13]2[O:17][C:16](=[O:18])[N:15]([CH2:19][C:20]#[C:21][C:26]3[CH:31]=[C:30]([CH:32]([CH3:34])[CH3:33])[C:29]([F:35])=[CH:28][C:27]=3[O:36][CH3:37])[C@H:14]2[CH3:22])[CH:6]=[C:7]([C:9]([F:10])([F:11])[F:12])[CH:8]=1. The catalyst class is: 538. (5) Reactant: [Cl:1][C:2]1[CH:8]=[C:7]([O:9][C:10]2[C:11]3[N:18]([CH3:19])[CH:17]=[CH:16][C:12]=3[N:13]=[CH:14][N:15]=2)[CH:6]=[CH:5][C:3]=1[NH2:4].N1C=CC=CC=1.Cl[C:27](OC1C=CC=CC=1)=[O:28].[N:36]1([C:41]2[CH:42]=[C:43]([CH:45]=[CH:46][CH:47]=2)[NH2:44])[CH:40]=[CH:39][N:38]=[CH:37]1. Product: [Cl:1][C:2]1[CH:8]=[C:7]([O:9][C:10]2[C:11]3[N:18]([CH3:19])[CH:17]=[CH:16][C:12]=3[N:13]=[CH:14][N:15]=2)[CH:6]=[CH:5][C:3]=1[NH:4][C:27]([NH:44][C:43]1[CH:45]=[CH:46][CH:47]=[C:41]([N:36]2[CH:40]=[CH:39][N:38]=[CH:37]2)[CH:42]=1)=[O:28]. The catalyst class is: 80. (6) Reactant: [F:1][C:2]1[CH:19]=[C:18]([N+:20]([O-])=O)[CH:17]=[CH:16][C:3]=1[O:4][C:5]1[CH:10]=[CH:9][N:8]=[C:7]2[CH:11]=[C:12]([S:14][CH3:15])[S:13][C:6]=12. Product: [CH3:15][S:14][C:12]1[S:13][C:6]2[C:7](=[N:8][CH:9]=[CH:10][C:5]=2[O:4][C:3]2[CH:16]=[CH:17][C:18]([NH2:20])=[CH:19][C:2]=2[F:1])[CH:11]=1. The catalyst class is: 180.